This data is from Full USPTO retrosynthesis dataset with 1.9M reactions from patents (1976-2016). The task is: Predict the reactants needed to synthesize the given product. (1) Given the product [CH3:14][N:15]1[C:19]([C:20]([OH:22])=[O:21])=[C:18]([N+:10]([O-:13])=[O:11])[CH:17]=[N:16]1, predict the reactants needed to synthesize it. The reactants are: OS(O)(=O)=O.O=S(=O)=O.[N+:10]([O-:13])(O)=[O:11].[CH3:14][N:15]1[C:19]([C:20]([OH:22])=[O:21])=[CH:18][CH:17]=[N:16]1. (2) Given the product [CH2:1]([C:5]1[C:6]([CH3:23])=[C:7]([C:21]#[N:22])[C:8]2[N:9]([N:12]=[C:13]([C:15]3[CH:20]=[CH:19][CH:18]=[CH:17][CH:16]=3)[N:14]=2)[C:10]=1[Cl:26])[CH2:2][CH2:3][CH3:4], predict the reactants needed to synthesize it. The reactants are: [CH2:1]([C:5]1[C:10](=O)[N:9]2[N:12]=[C:13]([C:15]3[CH:20]=[CH:19][CH:18]=[CH:17][CH:16]=3)[NH:14][C:8]2=[C:7]([C:21]#[N:22])[C:6]=1[CH3:23])[CH2:2][CH2:3][CH3:4].P(Cl)(Cl)([Cl:26])=O. (3) Given the product [C:10]1([C:2]2[CH:7]=[N:6][CH:5]=[C:4]([CH:3]=2)[CH:8]=[O:9])[CH2:15][CH2:14][CH2:13][CH2:12][CH:11]=1, predict the reactants needed to synthesize it. The reactants are: Br[C:2]1[CH:3]=[C:4]([CH:8]=[O:9])[CH:5]=[N:6][CH:7]=1.[C:10]1(B(O)O)[CH2:15][CH2:14][CH2:13][CH2:12][CH:11]=1.C([O-])(=O)C.[K+].